This data is from Catalyst prediction with 721,799 reactions and 888 catalyst types from USPTO. The task is: Predict which catalyst facilitates the given reaction. (1) Reactant: [H-].[Na+:2].[CH3:3][O-].[Na+].[C:6]([O:10][C:11]([NH:13][C@@H:14]([CH2:18][OH:19])[C:15]([OH:17])=[O:16])=[O:12])([CH3:9])([CH3:8])[CH3:7].CI. Product: [CH3:6][O-:10].[Na+:2].[C:6]([O:10][C:11]([NH:13][C@@H:14]([CH2:18][O:19][CH3:3])[C:15]([OH:17])=[O:16])=[O:12])([CH3:9])([CH3:8])[CH3:7]. The catalyst class is: 36. (2) Reactant: [O:1]1[C:6]2[CH:7]=[CH:8][C:9]([CH2:11][NH:12][C:13]3[CH:14]=[C:15]([CH:18]=[CH:19][C:20]=3[F:21])[C:16]#[N:17])=[CH:10][C:5]=2[O:4][CH2:3][CH2:2]1.CN1CCOCC1.[C:29](Cl)(=[O:34])[CH2:30][CH:31]([CH3:33])[CH3:32]. Product: [C:16]([C:15]1[CH:18]=[CH:19][C:20]([F:21])=[C:13]([N:12]([CH2:11][C:9]2[CH:8]=[CH:7][C:6]3[O:1][CH2:2][CH2:3][O:4][C:5]=3[CH:10]=2)[C:29](=[O:34])[CH2:30][CH:31]([CH3:33])[CH3:32])[CH:14]=1)#[N:17]. The catalyst class is: 3.